Task: Regression/Classification. Given a drug SMILES string, predict its absorption, distribution, metabolism, or excretion properties. Task type varies by dataset: regression for continuous measurements (e.g., permeability, clearance, half-life) or binary classification for categorical outcomes (e.g., BBB penetration, CYP inhibition). Dataset: b3db_classification.. Dataset: Blood-brain barrier permeability classification from the B3DB database (1) The compound is CC(C)CN(CC(O)C(Cc1ccccc1)NC(=O)OC1COC2OCCC12)S(=O)(=O)c1ccc(N)cc1. The result is 0 (does not penetrate BBB). (2) The molecule is CC(=O)N(c1onc(C)c1C)S(=O)(=O)c1ccc(N)cc1. The result is 0 (does not penetrate BBB).